From a dataset of Full USPTO retrosynthesis dataset with 1.9M reactions from patents (1976-2016). Predict the reactants needed to synthesize the given product. (1) Given the product [CH3:5][CH:4]([C:6]1[CH:11]=[CH:10][C:9]([C:12]2[C:13]([C:18]([O:20][C:21]([CH3:22])([CH3:24])[CH3:23])=[O:19])=[CH:14][CH:15]=[CH:16][CH:17]=2)=[CH:8][CH:7]=1)[CH2:3][CH:2]=[O:1], predict the reactants needed to synthesize it. The reactants are: [OH:1][CH2:2][CH2:3][CH:4]([C:6]1[CH:11]=[CH:10][C:9]([C:12]2[C:13]([C:18]([O:20][C:21]([CH3:24])([CH3:23])[CH3:22])=[O:19])=[CH:14][CH:15]=[CH:16][CH:17]=2)=[CH:8][CH:7]=1)[CH3:5].C[N+]1([O-])CCOCC1. (2) Given the product [Cl:32][C:19]1[CH:11]=[C:12]([N:8]=[C:1]=[S:2])[CH:15]=[C:14]([Cl:13])[C:20]=1[S:21][C:22]1[CH:27]=[CH:26][CH:25]=[C:24]([C:28]([F:29])([F:30])[F:31])[CH:23]=1, predict the reactants needed to synthesize it. The reactants are: [C:1]([N:8]1[CH:12]=[CH:11]N=C1)(N1C=CN=C1)=[S:2].[Cl:13][C:14]1[CH:15]=C(C=[C:19]([Cl:32])[C:20]=1[S:21][C:22]1[CH:27]=[CH:26][CH:25]=[C:24]([C:28]([F:31])([F:30])[F:29])[CH:23]=1)N. (3) Given the product [C:12]([C:11]1[C:6]([CH2:5][O:4][C:3]2[CH:25]=[CH:26][C:27]([N:29]3[C:33]([CH3:34])=[C:32]([CH3:35])[C:31]([CH3:36])=[N:30]3)=[CH:28][C:2]=2[CH3:1])=[C:7]([N:18]2[C:22](=[O:23])[N:21]([CH3:24])[N:20]=[N:19]2)[CH:8]=[CH:9][CH:10]=1)#[CH:13], predict the reactants needed to synthesize it. The reactants are: [CH3:1][C:2]1[CH:28]=[C:27]([N:29]2[C:33]([CH3:34])=[C:32]([CH3:35])[C:31]([CH3:36])=[N:30]2)[CH:26]=[CH:25][C:3]=1[O:4][CH2:5][C:6]1[C:11]([C:12]#[C:13][Si](C)(C)C)=[CH:10][CH:9]=[CH:8][C:7]=1[N:18]1[C:22](=[O:23])[N:21]([CH3:24])[N:20]=[N:19]1.C(=O)([O-])[O-].[K+].[K+].C(Cl)(Cl)Cl. (4) Given the product [O:1]1[C:5]2[CH:6]=[CH:7][C:8]([C:10]3[S:11][CH:12]=[C:13]([CH2:15][O:16][CH2:24][C:25]4[CH:30]=[CH:29][CH:28]=[CH:27][N:26]=4)[N:14]=3)=[CH:9][C:4]=2[O:3][CH2:2]1, predict the reactants needed to synthesize it. The reactants are: [O:1]1[C:5]2[CH:6]=[CH:7][C:8]([C:10]3[S:11][CH:12]=[C:13]([CH2:15][OH:16])[N:14]=3)=[CH:9][C:4]=2[O:3][CH2:2]1.[H-].[Na+].CS(O[CH2:24][C:25]1[CH:30]=[CH:29][CH:28]=[CH:27][N:26]=1)(=O)=O.C(=O)(O)[O-].[Na+]. (5) The reactants are: Br[C:2]1[CH:3]=[C:4]([N:8]2[CH2:11][CH:10]([O:12][C:13]3[CH:18]=[CH:17][C:16]([F:19])=[CH:15][CH:14]=3)[CH2:9]2)[CH:5]=[CH:6][CH:7]=1.[NH2:20][C:21]1[CH:22]=[C:23]([CH:28]=[CH:29][CH:30]=1)[C:24]([NH:26][CH3:27])=[O:25].C(=O)([O-])[O-].[Cs+].[Cs+].C1C=CC(P(C2C(C3C(P(C4C=CC=CC=4)C4C=CC=CC=4)=CC=C4C=3C=CC=C4)=C3C(C=CC=C3)=CC=2)C2C=CC=CC=2)=CC=1. Given the product [F:19][C:16]1[CH:17]=[CH:18][C:13]([O:12][CH:10]2[CH2:11][N:8]([C:4]3[CH:3]=[C:2]([NH:20][C:21]4[CH:22]=[C:23]([CH:28]=[CH:29][CH:30]=4)[C:24]([NH:26][CH3:27])=[O:25])[CH:7]=[CH:6][CH:5]=3)[CH2:9]2)=[CH:14][CH:15]=1, predict the reactants needed to synthesize it. (6) Given the product [C:1]([OH:6])(=[O:11])[C:2]1[C:3](=[CH:7][CH:8]=[CH:9][CH:10]=1)[C:4]([OH:22])=[O:5].[C:1]1(=[O:11])[O:6][C:4](=[O:5])[C:3]2=[CH:7][CH:8]=[CH:9][CH:10]=[C:2]12, predict the reactants needed to synthesize it. The reactants are: [C:1]1(=[O:11])[O:6][C:4](=[O:5])[C:3]2=[CH:7][CH:8]=[CH:9][CH:10]=[C:2]12.CC1C=CC=CC=1C.C(O)(=[O:22])C. (7) Given the product [CH3:22][C:17]1[C:16]([C:14](=[O:15])[CH2:13][N:12]2[C:4]3=[N:3][C:2]([N:32]4[CH2:33][C@@H:28]5[CH2:34][C@H:31]4[CH2:30][O:29]5)=[CH:7][C:6](=[O:8])[N:5]3[CH2:9][CH2:10][C@H:11]2[C:23]([F:26])([F:25])[F:24])=[C:20]([CH3:21])[O:19][N:18]=1, predict the reactants needed to synthesize it. The reactants are: Cl[C:2]1[N:3]=[C:4]2[N:12]([CH2:13][C:14]([C:16]3[C:17]([CH3:22])=[N:18][O:19][C:20]=3[CH3:21])=[O:15])[C@H:11]([C:23]([F:26])([F:25])[F:24])[CH2:10][CH2:9][N:5]2[C:6](=[O:8])[CH:7]=1.Cl.[C@H:28]12[CH2:34][C@H:31]([NH:32][CH2:33]1)[CH2:30][O:29]2.C(N(CC)CC)C. (8) Given the product [ClH:34].[ClH:34].[CH2:1]([O:3][C:4](=[O:33])[CH2:5][C:6]1[CH:7]=[N:8][CH:9]=[C:10]([C:12]2[CH:17]=[CH:16][C:15]([C:18]([F:20])([F:19])[F:21])=[CH:14][C:13]=2[CH2:22][NH:23][CH2:24][CH3:25])[CH:11]=1)[CH3:2], predict the reactants needed to synthesize it. The reactants are: [CH2:1]([O:3][C:4](=[O:33])[CH2:5][C:6]1[CH:7]=[N:8][CH:9]=[C:10]([C:12]2[CH:17]=[CH:16][C:15]([C:18]([F:21])([F:20])[F:19])=[CH:14][C:13]=2[CH2:22][N:23](C(OC(C)(C)C)=O)[CH2:24][CH3:25])[CH:11]=1)[CH3:2].[ClH:34]. (9) Given the product [CH3:1][N:2]1[C:10]2[C:5](=[CH:6][CH:7]=[C:8]([C:11]([F:13])([F:14])[F:12])[CH:9]=2)[CH:4]=[C:3]1[C:15]([OH:17])=[O:16], predict the reactants needed to synthesize it. The reactants are: [CH3:1][N:2]1[C:10]2[C:5](=[CH:6][CH:7]=[C:8]([C:11]([F:14])([F:13])[F:12])[CH:9]=2)[CH:4]=[C:3]1[C:15]([O:17]CC)=[O:16].[OH-].[Na+].Cl. (10) Given the product [C:1]([O:5][C:6]([NH:8][C@@H:9]([C@@H:14]([O:16][Si:24]([C:27]([CH3:30])([CH3:29])[CH3:28])([CH3:26])[CH3:25])[CH3:15])[C:10]([O:12][CH3:13])=[O:11])=[O:7])([CH3:4])([CH3:3])[CH3:2], predict the reactants needed to synthesize it. The reactants are: [C:1]([O:5][C:6]([NH:8][C@@H:9]([C@@H:14]([OH:16])[CH3:15])[C:10]([O:12][CH3:13])=[O:11])=[O:7])([CH3:4])([CH3:3])[CH3:2].CCN(CC)CC.[Si:24](OS(C(F)(F)F)(=O)=O)([C:27]([CH3:30])([CH3:29])[CH3:28])([CH3:26])[CH3:25].